Task: Binary Classification. Given a miRNA mature sequence and a target amino acid sequence, predict their likelihood of interaction.. Dataset: Experimentally validated miRNA-target interactions with 360,000+ pairs, plus equal number of negative samples (1) The miRNA is mmu-miR-466h-5p with sequence UGUGUGCAUGUGCUUGUGUGUA. The protein sequence of the target gene is MWIPTEHEKYGVVIASFRGTVPYGLSLEIGDTVQILEKCDGWYRGFALKNPNIKGIFPSSYVHLKNACVKNKGQFEMVIPTEDSVITEMTSTLRDWGTMWKQLYVRNEGDLFHRLWHIMNEILDLRRQVLVGHLTHDRMKDVKRHITARLDWGNEQLGLDLVPRKEYAMVDPEDISITELYRLMEHRHRKKDTPVQASSHHLFVQMKSLMCSNLGEELEVIFSLFDSKENRPISERFFLRLNRNGLPKAPDKPERHCSLFVDLGSSELRKDIYITVHIIRIGRMGAGEKKNACSVQYRRP.... Result: 0 (no interaction). (2) The miRNA is hsa-miR-138-5p with sequence AGCUGGUGUUGUGAAUCAGGCCG. Result: 0 (no interaction). The protein sequence of the target gene is MAEGGEREELLSPPPISPAKRLCSWPSPQAHHPRGTPGAAGGGAGGGGGGCLAPGARPHLQPESLLDCAAKTVAEKWAYERVEERFERIPEPVQRRIVYWSFPRNEREICMYSSFQYRGGPGAGAAAGAAGASPVEEGPPPPPGAAAPAGSAPGAAGAGSSPGLGAGTGTASGGCGGGEGLPFRRGIRLLDSGSVENVLQVGFHLSGTVTEPAMASEPAVTYKVAISFDRCKITSVSCGCGNKDIFYCAHVVALSLYRIRKPDQVKLRLPISETLFQMNRDQLQKFIQYLITAHHTEVLP.... (3) The miRNA is hsa-miR-7852-3p with sequence UAUGUAGUAGUCAAAGGCAUUU. The protein sequence of the target gene is MGVYRIRVSTGDSVYAGSNNEVYLWLIGQHGEASLGKLFRPCRNSEAEFKVDVSEYLGPLLFVRVQKWHYLKEDAWFCNWISVKGPGDQGSEYTFPCYRWVQGTSILNLPEGTGCTVVEDSQGLFRNHREEELEERRSLYRWGNWKDGTILNVAATSISDLPVDQRFREDKRLEFEASQVLGTMDTVINFPKNTVTCWKSLDDFNYVFKSGHTKMAERVRNSWKEDAFFGYQFLNGANPMVLKRSTCLPARLVFPPGMEKLQAQLDEELKKGTLFEADFFLLDGIKANVILCSQQYLAAP.... Result: 0 (no interaction). (4) The miRNA is hsa-miR-6895-5p with sequence CAGGGCCAGGCACAGAGUAAG. The protein sequence of the target gene is MEIIRSNFKSNLHKVYQAIEEADFFAIDGEFSGISDGPSVSALTNGFDTPEERYQKLKKHSMDFLLFQFGLCTFKYDYTDSKYITKSFNFYVFPKPFNRSSPDVKFVCQSSSIDFLASQGFDFNKVFRNGIPYLNQEEERQLREQYDEKRSQANGAGALSYVSPNTSKCPVTIPEDQKKFIDQVVEKIEDLLQSEENKNLDLEPCTGFQRKLIYQTLSWKYPKGIHVETLETEKKERYIVISKVDEEERKRREQQKHAKEQEELNDAVGFSRVIHAIANSGKLVIGHNMLLDVMHTVHQF.... Result: 0 (no interaction). (5) The miRNA is mmu-miR-7068-3p with sequence UCACCCUGGACUGACUCUCAG. The protein sequence of the target gene is MQCLLLLPFLLLGTVSALHLENDAPHLESLETQADLGQDLDSSKEQERDLALTEEVIQAEGEEVKASACQDNFEDEEAMESDPAALDKDFQCPREEDIVEVQGSPRCKICRYLLVRTPKTFAEAQNVCSRCYGGNLVSIHDFNFNYRIQCCTSTVNQAQVWIGGNLRGWFLWKRFCWTDGSHWNFAYWSPGQPGNGQGSCVALCTKGGYWRRAQCDKQLPFVCSF. Result: 0 (no interaction). (6) The miRNA is mmu-miR-669a-3-3p with sequence ACAUAACAUACACACACAUGUAU. The protein sequence of the target gene is MANYYEVLGVQASASPEDIKKAYRKLALRWHPDKNPDNKEEAEKKFKLVSEAYEVLSDSKKRSLYDRAGCDSWRAGGGASTPYHSPFDTGYTFRNPEDIFREFFGGLDPFSFEFWDSPFNSDRGGRGHGLRGAFSAGFGEFPAFMEAFSSFNMLGCSGGSHTTFSSTSFGGSSSGSSGFKSVMSSTEMINGHKVTTKRIVENGQERVEVEEDGQLKSVTVNGKEQLKWMDSK. Result: 0 (no interaction). (7) The miRNA is hsa-miR-130b-3p with sequence CAGUGCAAUGAUGAAAGGGCAU. The protein sequence of the target gene is MTHMLNAAADRVKWTRSSAAKRAACLVAAAYALKTLYPIIGKRLKQSGHGKKKAAAYPAAENTEILHCTETICEKPSPGVNADFFKQLLELRKILFPKLVTTETGWLCLHSVALISRTFLSIYVAGLDGKIVKSIVEKKPRTFIIKLIKWLMIAIPATFVNSAIRYLECKLALAFRTRLVDHAYETYFTNQTYYKVINMDGRLANPDQSLTEDIMMFSQSVAHLYSNLTKPILDVMLTSYTLIQTATSRGASPIGPTLLAGLVVYATAKVLKACSPKFGKLVAEEAHRKGYLRYVHSRII.... Result: 1 (interaction). (8) The miRNA is hsa-miR-19a-3p with sequence UGUGCAAAUCUAUGCAAAACUGA. The protein sequence of the target gene is MAEIHNGGELCDFMENGEIFSEHSCLNAHMGTENTGDTYDCDEYGENFPMLHNSAPAGETLSVLNQCRKAFSLPPNVHQRTWIGDKSFEYSDCEEAFVDQSHLQANRITHNGETLYEQKQCGRAFTYSTSHAVSVKMHTVEKPYECKECGKFFRYSSYLNSHMRTHTGEKPYECKECGKCFTVSSHLVEHVRIHTGEKPYQCKECGRAFAGRSGLTKHVRIHTGEKPYECNECGKAYNRFYLLTEHFKTHTEEKPFECKVCGKSFRSSSCLKNHFRIHTGIKPYKCKECGKAFTVSSSLH.... Result: 0 (no interaction).